Dataset: Catalyst prediction with 721,799 reactions and 888 catalyst types from USPTO. Task: Predict which catalyst facilitates the given reaction. Reactant: [CH2:1]([O:8][C:9]1[C:14]2[CH:15]=[C:16]([C:18](=O)[CH2:19]Br)[O:17][C:13]=2[CH:12]=[C:11]([F:22])[CH:10]=1)[C:2]1[CH:7]=[CH:6][CH:5]=[CH:4][CH:3]=1.[Br:23][C:24]1[S:28][C:27]([NH2:29])=[N:26][N:25]=1. Product: [CH2:1]([O:8][C:9]1[C:14]2[CH:15]=[C:16]([C:18]3[N:29]=[C:27]4[N:26]([CH:19]=3)[N:25]=[C:24]([Br:23])[S:28]4)[O:17][C:13]=2[CH:12]=[C:11]([F:22])[CH:10]=1)[C:2]1[CH:7]=[CH:6][CH:5]=[CH:4][CH:3]=1. The catalyst class is: 32.